The task is: Predict the reaction yield, written as a fraction of the theoretical maximum amount of product (1.0 means a 100% yield; for example, 0.34 means a 34% yield).. This data is from Reaction yield outcomes from USPTO patents with 853,638 reactions. (1) The reactants are C[O:2][C:3](=[O:15])[CH2:4][CH2:5][N:6]1[CH:14]=[C:12]([CH3:13])[C:10](=[O:11])[NH:9][C:7]1=[O:8].Cl. The catalyst is [OH-].[Na+]. The product is [N:6]1([CH2:5][CH2:4][C:3]([OH:15])=[O:2])[CH:14]=[C:12]([CH3:13])[C:10](=[O:11])[NH:9][C:7]1=[O:8]. The yield is 0.710. (2) The reactants are [CH3:1][C:2]1[CH:12]=[CH:11][C:5]2[NH:6][C:7](=[O:10])[CH2:8][O:9][C:4]=2[CH:3]=1.C([O-])([O-])=O.[Cs+].[Cs+].[Cl:19][CH2:20][CH2:21][CH2:22]I. The catalyst is CCCCCCC.CCOC(C)=O. The product is [Cl:19][CH2:20][CH2:21][CH2:22][N:6]1[C:5]2[CH:11]=[CH:12][C:2]([CH3:1])=[CH:3][C:4]=2[O:9][CH2:8][C:7]1=[O:10]. The yield is 0.790. (3) The reactants are C([N:8]1[CH2:12][C@H:11]2[C:13]3[CH:14]=[CH:15][CH:16]=[C:17]([C:21]4[CH:26]=[CH:25][CH:24]=[CH:23][CH:22]=4)[C:18]=3[CH2:19][O:20][C@H:10]2[CH2:9]1)C1C=CC=CC=1.[Cl:27]C(OC(Cl)C)=O.CO.C([O-])(O)=O.[Na+]. The catalyst is C1(C)C=CC=CC=1. The product is [ClH:27].[C:21]1([C:17]2[C:18]3[CH2:19][O:20][C@@H:10]4[C@H:11]([C:13]=3[CH:14]=[CH:15][CH:16]=2)[CH2:12][NH:8][CH2:9]4)[CH:22]=[CH:23][CH:24]=[CH:25][CH:26]=1. The yield is 0.380. (4) The reactants are [CH3:1][O:2][C:3](=[O:14])[CH:4]=[N:5][NH:6][C:7]1[CH:12]=[CH:11][C:10]([Cl:13])=[CH:9][CH:8]=1.[Br:15]N1C(=O)CCC1=O. The catalyst is C1COCC1. The product is [CH3:1][O:2][C:3](=[O:14])[C:4]([Br:15])=[N:5][NH:6][C:7]1[CH:12]=[CH:11][C:10]([Cl:13])=[CH:9][CH:8]=1. The yield is 0.840. (5) The reactants are [F:1][C:2]1[CH:3]=[C:4]([CH:7]=[C:8]([O:11]C)[C:9]=1[OH:10])[CH:5]=[O:6].B(Br)(Br)Br. The catalyst is ClCCl. The product is [F:1][C:2]1[CH:3]=[C:4]([CH:7]=[C:8]([OH:11])[C:9]=1[OH:10])[CH:5]=[O:6]. The yield is 0.890. (6) The yield is 0.850. The reactants are [CH2:1]([N:3]1[C:7]2=[N:8][C:9]([CH2:33][CH3:34])=[C:10]([CH2:19][NH:20][C:21]([C:23]3[CH:24]=[C:25]([CH:30]=[CH:31][CH:32]=3)[C:26]([O:28]C)=[O:27])=[O:22])[C:11]([NH:12][CH:13]3[CH2:18][CH2:17][O:16][CH2:15][CH2:14]3)=[C:6]2[CH:5]=[N:4]1)[CH3:2].[Li+].[OH-]. The product is [CH2:1]([N:3]1[C:7]2=[N:8][C:9]([CH2:33][CH3:34])=[C:10]([CH2:19][NH:20][C:21]([C:23]3[CH:24]=[C:25]([CH:30]=[CH:31][CH:32]=3)[C:26]([OH:28])=[O:27])=[O:22])[C:11]([NH:12][CH:13]3[CH2:18][CH2:17][O:16][CH2:15][CH2:14]3)=[C:6]2[CH:5]=[N:4]1)[CH3:2]. The catalyst is CO.O. (7) The yield is 1.00. The catalyst is C(Cl)Cl.CO. The reactants are [CH3:1][O:2][C:3](=[O:18])[CH2:4][CH2:5][C:6]([NH:8][C:9]1[N:17]=[CH:16][CH:15]=[CH:14][C:10]=1[C:11]([OH:13])=[O:12])=[O:7].[Si](C=[N+]=[N-])(C)(C)[CH3:20]. The product is [CH3:1][O:2][C:3](=[O:18])[CH2:4][CH2:5][C:6]([NH:8][C:9]1[N:17]=[CH:16][CH:15]=[CH:14][C:10]=1[C:11]([O:13][CH3:20])=[O:12])=[O:7]. (8) The reactants are [CH3:1][O:2][C:3]1[N:8]=[CH:7][C:6]([C:9]2[O:13][C:12]([CH3:14])=[C:11]([CH:15]([NH:20][C:21]3[CH:26]=[CH:25][C:24]([C:27]([NH:29][CH2:30][CH2:31][C:32]([O:34]CC)=[O:33])=[O:28])=[CH:23][CH:22]=3)[CH2:16][CH:17]([CH3:19])[CH3:18])[CH:10]=2)=[CH:5][CH:4]=1. The catalyst is C(O)C.CCCCCC. The product is [CH3:1][O:2][C:3]1[N:8]=[CH:7][C:6]([C:9]2[O:13][C:12]([CH3:14])=[C:11]([CH:15]([NH:20][C:21]3[CH:22]=[CH:23][C:24]([C:27]([NH:29][CH2:30][CH2:31][C:32]([OH:34])=[O:33])=[O:28])=[CH:25][CH:26]=3)[CH2:16][CH:17]([CH3:19])[CH3:18])[CH:10]=2)=[CH:5][CH:4]=1. The yield is 0.890. (9) The yield is 0.930. The product is [CH3:9][O:10][CH2:1][C:2]1[CH:7]=[CH:6][CH:5]=[CH:4][CH:3]=1. The catalyst is C1C=CC=CC=1. The reactants are [CH2:1](Cl)[C:2]1[CH:7]=[CH:6][CH:5]=[CH:4][CH:3]=1.[CH3:9][OH:10].O. (10) The reactants are [F:1][C:2]([F:7])([F:6])[C:3]([OH:5])=[O:4].C1(C2C=C(C3CCNCC3)C=CC=2NC(C2NC=C(C#N)N=2)=O)CCCCC=1.BrCC(OC(C)(C)C)=O.CCN(CC)CC.C([O:56][C:57](=[O:87])[CH2:58][N:59]1[CH2:64][CH2:63][CH:62]([C:65]2[CH:70]=[CH:69][C:68]([NH:71][C:72]([C:74]3[NH:75][CH:76]=[C:77]([C:79]#[N:80])[N:78]=3)=[O:73])=[C:67]([C:81]3[CH2:86][CH2:85][CH2:84][CH2:83][CH:82]=3)[CH:66]=2)[CH2:61][CH2:60]1)(C)(C)C. The catalyst is C(Cl)Cl. The product is [F:1][C:2]([F:7])([F:6])[C:3]([OH:5])=[O:4].[C:79]([C:77]1[N:78]=[C:74]([C:72]([NH:71][C:68]2[CH:69]=[CH:70][C:65]([CH:62]3[CH2:61][CH2:60][N:59]([CH2:58][C:57]([OH:87])=[O:56])[CH2:64][CH2:63]3)=[CH:66][C:67]=2[C:81]2[CH2:86][CH2:85][CH2:84][CH2:83][CH:82]=2)=[O:73])[NH:75][CH:76]=1)#[N:80]. The yield is 0.400.